Predict the reaction yield, written as a fraction of the theoretical maximum amount of product (1.0 means a 100% yield; for example, 0.34 means a 34% yield). From a dataset of Reaction yield outcomes from USPTO patents with 853,638 reactions. (1) The product is [CH:1]1([N:7]2[CH2:11][CH2:10][CH:9]([CH2:12][C:13]3[CH:22]=[CH:21][CH:20]=[CH:19][C:14]=3[CH2:15][OH:16])[C:8]2=[O:23])[CH2:6][CH2:5][CH2:4][CH2:3][CH2:2]1. The reactants are [CH:1]1([N:7]2[CH2:11][CH2:10][CH:9]([CH2:12][C:13]3[CH:22]=[CH:21][CH:20]=[CH:19][C:14]=3[C:15](OC)=[O:16])[C:8]2=[O:23])[CH2:6][CH2:5][CH2:4][CH2:3][CH2:2]1.[H-].C([Al+]CC(C)C)C(C)C.C(C(C(C([O-])=O)O)O)([O-])=O.[K+].[Na+]. The catalyst is ClCCl. The yield is 0.310. (2) The reactants are [CH3:1][O:2][CH2:3]Cl.C(N(C(C)C)CC)(C)C.[OH:14][C:15]1[CH:20]=[CH:19][C:18]([C:21]2[CH:26]=[CH:25][C:24]([C:27]#[N:28])=[CH:23][CH:22]=2)=[CH:17][CH:16]=1.O. The catalyst is C(Cl)Cl. The product is [CH3:1][O:2][CH2:3][O:14][C:15]1[CH:16]=[CH:17][C:18]([C:21]2[CH:26]=[CH:25][C:24]([C:27]#[N:28])=[CH:23][CH:22]=2)=[CH:19][CH:20]=1. The yield is 0.780.